This data is from Drug half-life prediction data from Obach et al.. The task is: Regression/Classification. Given a drug SMILES string, predict its absorption, distribution, metabolism, or excretion properties. Task type varies by dataset: regression for continuous measurements (e.g., permeability, clearance, half-life) or binary classification for categorical outcomes (e.g., BBB penetration, CYP inhibition). For this dataset (half_life_obach), we predict log10(half-life) (log10 of half-life in hours). The compound is CCCCCCCCC/C=C/C=C/C(=O)CCC(=O)NC1[C@H](C(O)CO)O[C@H](Nc2ncnc3nc[nH]c23)[C@H](O)[C@@H]1O. The log10(half-life) is 0.110.